From a dataset of Reaction yield outcomes from USPTO patents with 853,638 reactions. Predict the reaction yield, written as a fraction of the theoretical maximum amount of product (1.0 means a 100% yield; for example, 0.34 means a 34% yield). (1) The reactants are [N+:1]([C:4]1[CH:9]=[CH:8][C:7]([CH2:10][CH2:11][N:12]2[CH:16]=[CH:15][CH:14]=[N:13]2)=[CH:6][CH:5]=1)([O-])=O. The catalyst is [C].[Pd].C(O)C. The product is [NH2:1][C:4]1[CH:9]=[CH:8][C:7]([CH2:10][CH2:11][N:12]2[CH:16]=[CH:15][CH:14]=[N:13]2)=[CH:6][CH:5]=1. The yield is 0.750. (2) The product is [Br:25][C:22]1[CH:23]=[CH:24][C:19]([O:15][CH2:14][CH:11]2[CH2:12][CH2:13][N:8]([C:1]([O:3][C:4]([CH3:7])([CH3:6])[CH3:5])=[O:2])[CH2:9][CH2:10]2)=[N:20][CH:21]=1. The catalyst is CS(C)=O.O. The yield is 0.840. The reactants are [C:1]([N:8]1[CH2:13][CH2:12][CH:11]([CH2:14][OH:15])[CH2:10][CH2:9]1)([O:3][C:4]([CH3:7])([CH3:6])[CH3:5])=[O:2].[H-].[Na+].Br[C:19]1[CH:24]=[CH:23][C:22]([Br:25])=[CH:21][N:20]=1. (3) The product is [CH3:19][O:20][C:21]1[CH:22]=[C:23]([CH:27]=[CH:28][CH:29]=1)[CH2:24][CH2:25][NH:26][C:10](=[O:12])/[CH:9]=[C:8](/[C:2]1[CH:3]=[CH:4][CH:5]=[CH:6][CH:7]=1)\[C:13]1[CH:14]=[N:15][CH:16]=[CH:17][CH:18]=1. The reactants are Cl.[C:2]1(/[C:8](/[C:13]2[CH:14]=[N:15][CH:16]=[CH:17][CH:18]=2)=[CH:9]/[C:10]([OH:12])=O)[CH:7]=[CH:6][CH:5]=[CH:4][CH:3]=1.[CH3:19][O:20][C:21]1[CH:22]=[C:23]([CH:27]=[CH:28][CH:29]=1)[CH2:24][CH2:25][NH2:26]. The yield is 0.980. No catalyst specified. (4) The reactants are Cl[C:2]1[CH:7]=[CH:6][N:5]=[C:4]2[CH:8]=[C:9]([C:11]3[CH:12]=[C:13]([CH:15]=[CH:16][CH:17]=3)[NH2:14])[O:10][C:3]=12.[O:18]([C:25]1[CH:30]=[CH:29][C:28]([OH:31])=[CH:27][CH:26]=1)[C:19]1[CH:24]=[CH:23][CH:22]=[CH:21][CH:20]=1.C(=O)([O-])[O-].[Cs+].[Cs+].O. The catalyst is CN(C=O)C.[Cl-].[Na+].O. The product is [O:18]([C:25]1[CH:26]=[CH:27][C:28]([O:31][C:2]2[CH:7]=[CH:6][N:5]=[C:4]3[CH:8]=[C:9]([C:11]4[CH:12]=[C:13]([CH:15]=[CH:16][CH:17]=4)[NH2:14])[O:10][C:3]=23)=[CH:29][CH:30]=1)[C:19]1[CH:20]=[CH:21][CH:22]=[CH:23][CH:24]=1. The yield is 0.790. (5) The reactants are [N:1]([CH2:4][CH2:5][N:6]1[C:10]2[CH:11]=[CH:12][C:13]([C:15]([N:17]3[CH:22]4[CH2:23][CH2:24][CH:18]3[CH2:19][CH:20]([OH:25])[CH2:21]4)=[O:16])=[CH:14][C:9]=2[N:8]=[CH:7]1)=[N+]=[N-]. The catalyst is CO.[Pd]. The product is [NH2:1][CH2:4][CH2:5][N:6]1[C:10]2[CH:11]=[CH:12][C:13]([C:15]([N:17]3[CH:18]4[CH2:24][CH2:23][CH:22]3[CH2:21][CH:20]([OH:25])[CH2:19]4)=[O:16])=[CH:14][C:9]=2[N:8]=[CH:7]1. The yield is 0.860. (6) The reactants are O.[S-2].[Na+].[Na+].[S].[CH2:6]([O:8][C:9]1[CH:14]=[CH:13][CH:12]=[CH:11][C:10]=1[C:15]1[CH:20]=[CH:19][C:18]([N+:21]([O-])=O)=[CH:17][C:16]=1[N+:24]([O-:26])=[O:25])[CH3:7].[Na+].[Cl-]. The catalyst is O. The product is [CH2:6]([O:8][C:9]1[CH:14]=[CH:13][CH:12]=[CH:11][C:10]=1[C:15]1[CH:20]=[CH:19][C:18]([NH2:21])=[CH:17][C:16]=1[N+:24]([O-:26])=[O:25])[CH3:7]. The yield is 0.950. (7) The reactants are [C:1]([N:9]1[CH2:14][CH2:13][CH2:12][C:11]([CH2:18][C:19]2[CH:24]=[CH:23][CH:22]=[CH:21][CH:20]=2)([C:15]([OH:17])=O)[CH2:10]1)(=[O:8])[C:2]1[CH:7]=[CH:6][CH:5]=[CH:4][CH:3]=1.S(Cl)(Cl)=O.[Al+3].[Cl-].[Cl-].[Cl-].Cl. The catalyst is C(Cl)Cl. The product is [C:1]([N:9]1[CH2:14][CH2:13][CH2:12][C:11]2([CH2:18][C:19]3[C:20](=[CH:21][CH:22]=[CH:23][CH:24]=3)[C:15]2=[O:17])[CH2:10]1)(=[O:8])[C:2]1[CH:3]=[CH:4][CH:5]=[CH:6][CH:7]=1. The yield is 0.510. (8) The reactants are [C:1]([O:9][C@@H:10]1[C@H:14]([CH2:15][O:16][C:17](=[O:24])[C:18]2[CH:23]=[CH:22][CH:21]=[CH:20][CH:19]=2)[O:13][C@H:12]([N:25]2[CH:33]=[N:32][C:31]3[C:26]2=[N:27][CH:28]=[N:29][C:30]=3[NH2:34])[C@H:11]1O)(=[O:8])[C:2]1[CH:7]=[CH:6][CH:5]=[CH:4][CH:3]=1.O(C(Cl)=S)C1C=CC=CC=1.[H-].C[Si]([SiH]([Si](C)(C)C)[Si](C)(C)C)(C)C. The catalyst is C(#N)C.CN(C)C1C=CN=CC=1.O1CCOCC1. The product is [C:1]([O:9][C@@H:10]1[C@H:14]([CH2:15][O:16][C:17](=[O:24])[C:18]2[CH:23]=[CH:22][CH:21]=[CH:20][CH:19]=2)[O:13][C@H:12]([N:25]2[CH:33]=[N:32][C:31]3[C:26]2=[N:27][CH:28]=[N:29][C:30]=3[NH2:34])[CH2:11]1)(=[O:8])[C:2]1[CH:3]=[CH:4][CH:5]=[CH:6][CH:7]=1. The yield is 0.960. (9) The reactants are FC(F)(F)S(O[C:7]1[CH2:8][CH2:9][N:10]([C:13]([O:15][C:16]([CH3:19])([CH3:18])[CH3:17])=[O:14])[CH2:11][CH:12]=1)(=O)=O.[N+:22]([C:25]1[CH:30]=[CH:29][C:28](B(O)O)=[CH:27][CH:26]=1)([O-:24])=[O:23].C(=O)([O-])[O-].[Na+].[Na+].[Cl-].[Li+]. The catalyst is [Pd].C1(P(C2C=CC=CC=2)C2C=CC=CC=2)C=CC=CC=1.C1(P(C2C=CC=CC=2)C2C=CC=CC=2)C=CC=CC=1.C1(P(C2C=CC=CC=2)C2C=CC=CC=2)C=CC=CC=1.C1(P(C2C=CC=CC=2)C2C=CC=CC=2)C=CC=CC=1.COCCOC. The product is [N+:22]([C:25]1[CH:30]=[CH:29][C:28]([C:7]2[CH2:8][CH2:9][N:10]([C:13]([O:15][C:16]([CH3:19])([CH3:18])[CH3:17])=[O:14])[CH2:11][CH:12]=2)=[CH:27][CH:26]=1)([O-:24])=[O:23]. The yield is 0.599.